This data is from Reaction yield outcomes from USPTO patents with 853,638 reactions. The task is: Predict the reaction yield, written as a fraction of the theoretical maximum amount of product (1.0 means a 100% yield; for example, 0.34 means a 34% yield). (1) The reactants are C(O[C:6]([N:8]1[CH2:13][CH2:12][O:11][C@H:10]([CH2:14][OH:15])[CH2:9]1)=O)(C)(C)C.[H-].[H-].[H-].[H-].[Li+].[Al+3]. The catalyst is C1COCC1. The product is [CH3:6][N:8]1[CH2:13][CH2:12][O:11][C@H:10]([CH2:14][OH:15])[CH2:9]1. The yield is 0.670. (2) The reactants are [CH:1]1([C:6]([N:8]2[CH2:13][CH2:12][C:11]([C:14]3[C:22]4[C:17](=[N:18][CH:19]=[C:20]([N+:27]([O-])=O)[C:21]=4[C:23]([F:26])([F:25])[F:24])[N:16]([CH3:30])[CH:15]=3)=[CH:10][CH2:9]2)=[O:7])[CH2:5][CH2:4][CH2:3][CH2:2]1. The catalyst is CO.C(Cl)Cl.[OH-].[OH-].[Pd+2]. The product is [NH2:27][C:20]1[C:21]([C:23]([F:26])([F:25])[F:24])=[C:22]2[C:14]([CH:11]3[CH2:12][CH2:13][N:8]([C:6]([CH:1]4[CH2:5][CH2:4][CH2:3][CH2:2]4)=[O:7])[CH2:9][CH2:10]3)=[CH:15][N:16]([CH3:30])[C:17]2=[N:18][CH:19]=1. The yield is 0.230. (3) The reactants are C[O:2][C:3]1[CH:8]=[CH:7][C:6]([NH:9][C:10](=[O:14])[CH2:11][CH2:12]Cl)=[CH:5][CH:4]=1.CN(C)C(=O)C.Cl[Al](Cl)Cl. No catalyst specified. The product is [OH:2][C:3]1[CH:8]=[C:7]2[C:6](=[CH:5][CH:4]=1)[NH:9][C:10](=[O:14])[CH2:11][CH2:12]2. The yield is 0.929. (4) The reactants are [NH2:1][C:2]1[CH:3]=[CH:4][C:5]([CH3:24])=[C:6]([C:8]2[CH:17]=[C:16]3[C:11]([CH:12]=[C:13]([NH:18][C:19]([CH:21]4[CH2:23][CH2:22]4)=[O:20])[N:14]=[CH:15]3)=[CH:10][CH:9]=2)[CH:7]=1.N1C=CC=CC=1.[CH2:31]([S:33](Cl)(=[O:35])=[O:34])[CH3:32]. The catalyst is ClCCl. The product is [CH2:31]([S:33]([NH:1][C:2]1[CH:3]=[CH:4][C:5]([CH3:24])=[C:6]([C:8]2[CH:17]=[C:16]3[C:11]([CH:12]=[C:13]([NH:18][C:19]([CH:21]4[CH2:22][CH2:23]4)=[O:20])[N:14]=[CH:15]3)=[CH:10][CH:9]=2)[CH:7]=1)(=[O:35])=[O:34])[CH3:32]. The yield is 0.540.